Dataset: Peptide-MHC class I binding affinity with 185,985 pairs from IEDB/IMGT. Task: Regression. Given a peptide amino acid sequence and an MHC pseudo amino acid sequence, predict their binding affinity value. This is MHC class I binding data. (1) The peptide sequence is ALMEITSRY. The MHC is HLA-A69:01 with pseudo-sequence HLA-A69:01. The binding affinity (normalized) is 0.134. (2) The peptide sequence is QGWKGSPAI. The MHC is HLA-B40:01 with pseudo-sequence HLA-B40:01. The binding affinity (normalized) is 0. (3) The peptide sequence is AIAQSSMTK. The MHC is HLA-A31:01 with pseudo-sequence HLA-A31:01. The binding affinity (normalized) is 0.149. (4) The peptide sequence is NPAQEDDQY. The MHC is HLA-B53:01 with pseudo-sequence HLA-B53:01. The binding affinity (normalized) is 0.389. (5) The peptide sequence is YEQYECLTD. The MHC is HLA-B39:01 with pseudo-sequence HLA-B39:01. The binding affinity (normalized) is 0.0847. (6) The peptide sequence is RARKRGITL. The MHC is HLA-B15:17 with pseudo-sequence HLA-B15:17. The binding affinity (normalized) is 1.00. (7) The binding affinity (normalized) is 0. The peptide sequence is ATERFRWLL. The MHC is H-2-Db with pseudo-sequence H-2-Db.